This data is from Catalyst prediction with 721,799 reactions and 888 catalyst types from USPTO. The task is: Predict which catalyst facilitates the given reaction. (1) Reactant: [NH2:1][C@H:2]1[C@@H:6]2[O:7][C:8]([CH3:11])([CH3:10])[O:9][C@@H:5]2[C@@H:4]([O:12][CH2:13][C:14](OCC)=[O:15])[CH2:3]1.[H-].[Al+3].[Li+].[H-].[H-].[H-].O. Product: [NH2:1][C@H:2]1[C@@H:6]2[O:7][C:8]([CH3:10])([CH3:11])[O:9][C@@H:5]2[C@@H:4]([O:12][CH2:13][CH2:14][OH:15])[CH2:3]1. The catalyst class is: 7. (2) Reactant: C1(NC2N=CN=C3C=2N=CN3[C@H:16]2[C@H:20]([OH:21])[C@H](O)[C@@H](C#C)[O:17]2)CCCC1.IC1C=CC=CC=1[C:32]([F:35])([F:34])[F:33].C(N([CH2:41][CH3:42])CC)C.[O:43]1CCCC1. Product: [F:33][C:32]([CH:42]1[CH:41]([OH:43])[CH:20]([OH:21])[CH2:16][O:17]1)([F:35])[F:34]. The catalyst class is: 205. (3) Reactant: Br[C:2]1[CH:3]=[N:4][C:5]([CH:8]2[N:12]([C:13]3[CH:18]=[CH:17][CH:16]=[CH:15][C:14]=3[Cl:19])[N:11]=[C:10]([C:20]([F:26])([F:25])[C:21]([F:24])([F:23])[F:22])[CH2:9]2)=[CH:6][CH:7]=1.[C:27]([C:30]1[CH:31]=[C:32](B(O)O)[CH:33]=[CH:34][CH:35]=1)(=[O:29])[CH3:28].C(=O)([O-])[O-].[Na+].[Na+].C(O)C. Product: [Cl:19][C:14]1[CH:15]=[CH:16][CH:17]=[CH:18][C:13]=1[N:12]1[CH:8]([C:5]2[CH:6]=[CH:7][C:2]([C:34]3[CH:33]=[CH:32][CH:31]=[C:30]([C:27](=[O:29])[CH3:28])[CH:35]=3)=[CH:3][N:4]=2)[CH2:9][C:10]([C:20]([F:26])([F:25])[C:21]([F:24])([F:23])[F:22])=[N:11]1. The catalyst class is: 206. (4) Reactant: [CH3:1][C:2]1[N:10]([CH2:11][C:12]2[CH:17]=[CH:16][C:15]([N+:18]([O-])=O)=[CH:14][CH:13]=2)[C:5]2=[N:6][CH:7]=[CH:8][CH:9]=[C:4]2[C:3]=1[CH2:21][C:22]([OH:24])=[O:23].[OH-].[Na+].COC(=O)CC1C2C(=NC=CC=2)N(CC2C=CC([N+]([O-])=O)=CC=2)C=1C. Product: [NH2:18][C:15]1[CH:14]=[CH:13][C:12]([CH2:11][N:10]2[C:5]3=[N:6][CH:7]=[CH:8][CH:9]=[C:4]3[C:3]([CH2:21][C:22]([OH:24])=[O:23])=[C:2]2[CH3:1])=[CH:17][CH:16]=1. The catalyst class is: 36.